This data is from Full USPTO retrosynthesis dataset with 1.9M reactions from patents (1976-2016). The task is: Predict the reactants needed to synthesize the given product. (1) Given the product [Cl:15][C:16]1[C:24]2[NH:23][N:22]=[CH:21][C:20]=2[C:19]2[CH2:25][N:26]([CH2:51][C:52]([CH3:55])([CH3:54])[CH3:53])[C:27](=[O:50])[C@H:28]([CH2:30][C:31]([N:12]3[CH2:11][CH2:10][CH:9]([C:3]4[CH:4]=[CH:5][C:6]([Cl:8])=[CH:7][C:2]=4[Cl:1])[CH2:14][CH2:13]3)=[O:49])[CH2:29][C:18]=2[CH:17]=1, predict the reactants needed to synthesize it. The reactants are: [Cl:1][C:2]1[CH:7]=[C:6]([Cl:8])[CH:5]=[CH:4][C:3]=1[CH:9]1[CH2:14][CH2:13][NH:12][CH2:11][CH2:10]1.[Cl:15][C:16]1[C:24]2[NH:23][N:22]=[CH:21][C:20]=2[C:19]2[CH2:25][N:26]([CH2:51][C:52]([CH3:55])([CH3:54])[CH3:53])[C:27](=[O:50])[C@@H:28]([CH2:30][C:31](=[O:49])N3CCC(N4CC5C(=CC=CC=5)NC4=O)CC3)[CH2:29][C:18]=2[CH:17]=1. (2) Given the product [CH2:4]([O:11][C:12]1[CH:13]=[CH:14][C:15]([C:18]2[O:22][C:21]([CH2:23][NH2:24])=[N:20][C:19]=2[C:35]2[CH:36]=[CH:37][C:38]([O:41][CH3:42])=[CH:39][CH:40]=2)=[CH:16][CH:17]=1)[C:5]1[CH:10]=[CH:9][CH:8]=[CH:7][CH:6]=1, predict the reactants needed to synthesize it. The reactants are: O.NN.[CH2:4]([O:11][C:12]1[CH:17]=[CH:16][C:15]([C:18]2[O:22][C:21]([CH2:23][N:24]3C(=O)C4C(=CC=CC=4)C3=O)=[N:20][C:19]=2[C:35]2[CH:40]=[CH:39][C:38]([O:41][CH3:42])=[CH:37][CH:36]=2)=[CH:14][CH:13]=1)[C:5]1[CH:10]=[CH:9][CH:8]=[CH:7][CH:6]=1. (3) Given the product [NH2:1][C:2]1[N:3]([CH3:22])[C:4](=[O:21])[C@:5]2([N:20]=1)[C:14]1[CH:13]=[C:12]([C:30]3[CH:29]=[CH:28][CH:27]=[C:26]([O:25][CH:24]([F:35])[F:23])[CH:31]=3)[CH:11]=[CH:10][C:9]=1[O:8][C@H:7]1[CH2:16][CH2:17][O:18][CH2:19][C@H:6]21, predict the reactants needed to synthesize it. The reactants are: [NH2:1][C:2]1[N:3]([CH3:22])[C:4](=[O:21])[C@:5]2([N:20]=1)[C:14]1[CH:13]=[C:12](Br)[CH:11]=[CH:10][C:9]=1[O:8][C@H:7]1[CH2:16][CH2:17][O:18][CH2:19][C@H:6]21.[F:23][CH:24]([F:35])[O:25][C:26]1[CH:27]=[C:28](B(O)O)[CH:29]=[CH:30][CH:31]=1. (4) Given the product [F:33][C:2]([F:1])([F:32])[C:3]1[CH:4]=[C:5]([C@H:13]([O:15][C@H:16]2[O:24][CH2:23][C@@H:19]3[CH2:20][N:21]([C:39]([C:36]4[CH:37]=[CH:38][O:34][N:35]=4)=[O:40])[CH2:22][C@H:18]3[C@@H:17]2[C:25]2[CH:30]=[CH:29][CH:28]=[CH:27][C:26]=2[CH3:31])[CH3:14])[CH:6]=[C:7]([C:9]([F:10])([F:11])[F:12])[CH:8]=1, predict the reactants needed to synthesize it. The reactants are: [F:1][C:2]([F:33])([F:32])[C:3]1[CH:4]=[C:5]([C@H:13]([O:15][C@H:16]2[O:24][CH2:23][C@@H:19]3[CH2:20][NH:21][CH2:22][C@H:18]3[C@@H:17]2[C:25]2[CH:30]=[CH:29][CH:28]=[CH:27][C:26]=2[CH3:31])[CH3:14])[CH:6]=[C:7]([C:9]([F:12])([F:11])[F:10])[CH:8]=1.[O:34]1[CH:38]=[CH:37][C:36]([C:39](O)=[O:40])=[N:35]1. (5) Given the product [N+:25]([C:28]1[CH:35]=[C:32]2[C:31](=[CH:30][CH:29]=1)[CH:36]=[C:50]([C:49]([O:48][CH2:46][CH3:47])=[O:58])[C:52]([C:53]([O:55][CH2:56][CH3:57])=[O:54])=[CH:33]2)([O-:27])=[O:26], predict the reactants needed to synthesize it. The reactants are: C1(S(CC2C=CC([N+]([O-])=O)=CC=2C2OCCO2)(=O)=O)C=CC=CC=1.[N+:25]([C:28]1[CH:29]=[CH:30][C:31]([CH2:36]S(C2C=CC=CC=2)(=O)=O)=[C:32]([CH:35]=1)[CH:33]=O)([O-:27])=[O:26].[CH2:46]([O:48][C:49](=[O:58])[CH:50]([CH2:52][C:53]([O:55][CH2:56][CH3:57])=[O:54])O)[CH3:47].C([O-])([O-])=O.[K+].[K+]. (6) Given the product [Cl:13][C:14]1[CH:19]=[CH:18][C:17]([C:20]2[NH:12][C:11]3[N:10]([N:9]=[CH:8][C:7]=3[C:5]3[O:6][C:2]([CH3:1])=[CH:3][N:4]=3)[C:22](=[O:23])[CH:21]=2)=[CH:16][C:15]=1[O:28][CH2:29][CH3:30], predict the reactants needed to synthesize it. The reactants are: [CH3:1][C:2]1[O:6][C:5]([C:7]2[CH:8]=[N:9][NH:10][C:11]=2[NH2:12])=[N:4][CH:3]=1.[Cl:13][C:14]1[CH:19]=[CH:18][C:17]([C:20](=O)[CH2:21][C:22](OCC)=[O:23])=[CH:16][C:15]=1[O:28][CH2:29][CH3:30].CC1C=CC(S(O)(=O)=O)=CC=1.